From a dataset of Reaction yield outcomes from USPTO patents with 853,638 reactions. Predict the reaction yield, written as a fraction of the theoretical maximum amount of product (1.0 means a 100% yield; for example, 0.34 means a 34% yield). The reactants are [H-].[Al+3].[Li+].[H-].[H-].[H-].[C:7]12([Si:17](Cl)(Cl)Cl)[CH2:16][CH:11]3[CH2:12][CH:13]([CH2:15][CH:9]([CH2:10]3)[CH2:8]1)[CH2:14]2. The catalyst is CCOCC. The product is [C:7]12([SiH3:17])[CH2:14][CH:13]3[CH2:12][CH:11]([CH2:10][CH:9]([CH2:15]3)[CH2:8]1)[CH2:16]2. The yield is 0.700.